Dataset: Peptide-MHC class I binding affinity with 185,985 pairs from IEDB/IMGT. Task: Regression. Given a peptide amino acid sequence and an MHC pseudo amino acid sequence, predict their binding affinity value. This is MHC class I binding data. (1) The peptide sequence is IMFMLIFNV. The MHC is HLA-A02:01 with pseudo-sequence HLA-A02:01. The binding affinity (normalized) is 0.768. (2) The peptide sequence is FVSTMPVETL. The MHC is HLA-A02:02 with pseudo-sequence HLA-A02:02. The binding affinity (normalized) is 0.679. (3) The peptide sequence is SLLKNDIPM. The MHC is H-2-Db with pseudo-sequence H-2-Db. The binding affinity (normalized) is 0.709. (4) The peptide sequence is RPAPATGAL. The MHC is HLA-A02:03 with pseudo-sequence HLA-A02:03. The binding affinity (normalized) is 0.0847. (5) The peptide sequence is RILHNFAYSL. The MHC is HLA-B40:02 with pseudo-sequence HLA-B40:02. The binding affinity (normalized) is 0.385. (6) The peptide sequence is RSSCISEAD. The MHC is Mamu-A2201 with pseudo-sequence Mamu-A2201. The binding affinity (normalized) is 0.